From a dataset of Full USPTO retrosynthesis dataset with 1.9M reactions from patents (1976-2016). Predict the reactants needed to synthesize the given product. (1) Given the product [Cl:12][C:13]1[CH:27]=[CH:26][C:16]([O:17][C:18]2[N:23]=[CH:22][C:21]([N:24]=[CH:3][N:2]([CH3:1])[CH:5]([CH3:8])[C:6]#[CH:7])=[C:20]([CH3:25])[CH:19]=2)=[CH:15][C:14]=1[C:28]([F:31])([F:29])[F:30], predict the reactants needed to synthesize it. The reactants are: [CH3:1][N:2]([CH:5]([CH3:8])[C:6]#[CH:7])[CH:3]=O.[Cl-].[P+]=O.[Cl:12][C:13]1[CH:27]=[CH:26][C:16]([O:17][C:18]2[N:23]=[CH:22][C:21]([NH2:24])=[C:20]([CH3:25])[CH:19]=2)=[CH:15][C:14]=1[C:28]([F:31])([F:30])[F:29].[OH-].[Na+]. (2) Given the product [Br:16][C:5]1[C:4]([N+:1]([O-:3])=[O:2])=[CH:9][C:8]([C:10]([F:13])([F:12])[F:11])=[CH:7][N:6]=1, predict the reactants needed to synthesize it. The reactants are: [N+:1]([C:4]1[C:5](O)=[N:6][CH:7]=[C:8]([C:10]([F:13])([F:12])[F:11])[CH:9]=1)([O-:3])=[O:2].O(Br)[Br:16].[P+5]. (3) Given the product [F:53][C:51]([F:52])([F:54])[C:48]1[CH:49]=[CH:50][C:45]([CH2:44][O:43][C:38]2[CH:39]=[CH:40][CH:41]=[CH:42][C:37]=2[CH2:36][S:35][C:32]2[CH:33]=[CH:34][C:26]([O:25][CH2:24][C:23]([OH:55])=[O:22])=[C:27]3[C:31]=2[CH2:30][CH2:29][CH2:28]3)=[CH:46][CH:47]=1, predict the reactants needed to synthesize it. The reactants are: FC(F)(F)C1C=CC(COC2C=CC=CC=2CO)=CC=1.C[O:22][C:23](=[O:55])[CH2:24][O:25][C:26]1[CH:34]=[CH:33][C:32]([S:35][CH2:36][C:37]2[CH:42]=[CH:41][CH:40]=[CH:39][C:38]=2[O:43][CH2:44][C:45]2[CH:50]=[CH:49][C:48]([C:51]([F:54])([F:53])[F:52])=[CH:47][CH:46]=2)=[C:31]2[C:27]=1[CH2:28][CH2:29][CH2:30]2. (4) Given the product [CH2:31]([O:33][C:34](=[O:46])[CH2:35][CH2:36][CH2:37][CH2:38][C:39]1[CH:44]=[CH:43][C:42]([CH2:4][CH2:3][CH2:2][CH2:1][N:5]2[C:13](=[O:14])[C:12]3[C:7](=[CH:8][CH:9]=[CH:10][CH:11]=3)[C:6]2=[O:15])=[CH:41][N:40]=1)[CH3:32], predict the reactants needed to synthesize it. The reactants are: [CH2:1]([N:5]1[C:13](=[O:14])[C:12]2[C:7](=[CH:8][CH:9]=[CH:10][CH:11]=2)[C:6]1=[O:15])[CH2:2][CH:3]=[CH2:4].B1C2CCCC1CCC2.C([O-])([O-])=O.[K+].[K+].[CH2:31]([O:33][C:34](=[O:46])[CH2:35][CH2:36][CH2:37][CH2:38][C:39]1[CH:44]=[CH:43][C:42](Br)=[CH:41][N:40]=1)[CH3:32]. (5) Given the product [N:1]1([CH2:7][CH2:8][NH:9][C:10]2[C:18]3[C:13](=[CH:14][CH:15]=[C:16]([NH2:19])[CH:17]=3)[NH:12][N:11]=2)[CH2:2][CH2:3][CH2:4][CH2:5][CH2:6]1, predict the reactants needed to synthesize it. The reactants are: [N:1]1([CH2:7][CH2:8][NH:9][C:10]2[C:18]3[C:13](=[CH:14][CH:15]=[C:16]([N+:19]([O-])=O)[CH:17]=3)[NH:12][N:11]=2)[CH2:6][CH2:5][CH2:4][CH2:3][CH2:2]1. (6) Given the product [Cl:10][C:11]1[N:16]=[C:15]([CH2:6][C:5]2[CH:8]=[CH:9][C:2]([F:1])=[CH:3][CH:4]=2)[CH:14]=[CH:13][N:12]=1, predict the reactants needed to synthesize it. The reactants are: [F:1][C:2]1[CH:9]=[CH:8][C:5]([CH2:6]Br)=[CH:4][CH:3]=1.[Cl:10][C:11]1[N:16]=[C:15](Cl)[CH:14]=[CH:13][N:12]=1.